Dataset: Retrosynthesis with 50K atom-mapped reactions and 10 reaction types from USPTO. Task: Predict the reactants needed to synthesize the given product. (1) Given the product COC(=O)N1CCC(C(=O)O)CC1c1ccc(C(F)(F)F)c(F)c1, predict the reactants needed to synthesize it. The reactants are: COC(=O)C1CCN(C(=O)OC)C(c2ccc(C(F)(F)F)c(F)c2)C1. (2) Given the product CC(C)S(=O)(=O)C1(c2cc(N3CCOC[C@H]3C)nc(-c3cccc4[nH]ccc34)n2)CC1, predict the reactants needed to synthesize it. The reactants are: CC(C)S(=O)(=O)C1(c2cc(N3CCOC[C@H]3C)nc(Cl)n2)CC1.OB(O)c1cccc2[nH]ccc12. (3) Given the product OCCNCc1ccn(-c2ccccc2/C=C/c2n[nH]c3ccccc23)c1, predict the reactants needed to synthesize it. The reactants are: NCCO.O=Cc1ccn(-c2ccccc2/C=C/c2n[nH]c3ccccc23)c1. (4) Given the product C#CCOc1cccc(NC(=O)C(C)(C)C)c1C(=O)OC, predict the reactants needed to synthesize it. The reactants are: C#CCBr.COC(=O)c1c(O)cccc1NC(=O)C(C)(C)C. (5) Given the product Oc1ccc(F)c2[nH]c3ccccc3c12, predict the reactants needed to synthesize it. The reactants are: COc1ccc(F)c2[nH]c3ccccc3c12.